From a dataset of Forward reaction prediction with 1.9M reactions from USPTO patents (1976-2016). Predict the product of the given reaction. (1) Given the reactants [H-].[K+].[NH2:3][C:4]1[C:9]([C:10]#[C:11][C:12]2[CH:17]=[CH:16][CH:15]=[CH:14][CH:13]=2)=[CH:8][C:7]([CH3:18])=[CH:6][N:5]=1, predict the reaction product. The product is: [CH3:18][C:7]1[CH:8]=[C:9]2[CH:10]=[C:11]([C:12]3[CH:17]=[CH:16][CH:15]=[CH:14][CH:13]=3)[NH:3][C:4]2=[N:5][CH:6]=1. (2) The product is: [F:40][C:41]([F:46])([F:45])[C:42]([OH:44])=[O:43].[Cl:1][C:2]1[C:3]([F:38])=[C:4]([CH:35]=[CH:36][CH:37]=1)[C:5]([N:7]1[CH2:12][CH2:11][CH:10]([CH2:13][C:14]2[N:19]=[C:18]([NH:20][C:21]3[CH:25]=[CH:24][NH:23][N:22]=3)[CH:17]=[C:16]([CH3:34])[N:15]=2)[CH2:9][CH2:8]1)=[O:6]. Given the reactants [Cl:1][C:2]1[C:3]([F:38])=[C:4]([CH:35]=[CH:36][CH:37]=1)[C:5]([N:7]1[CH2:12][CH2:11][CH:10]([CH2:13][C:14]2[N:19]=[C:18]([NH:20][C:21]3[CH:25]=[CH:24][N:23](COCC[Si](C)(C)C)[N:22]=3)[CH:17]=[C:16]([CH3:34])[N:15]=2)[CH2:9][CH2:8]1)=[O:6].O.[F:40][C:41]([F:46])([F:45])[C:42]([OH:44])=[O:43], predict the reaction product. (3) Given the reactants [F:1][C:2]([F:15])([F:14])[C:3]1[CH:4]=[C:5]([CH:10]=[CH:11][C:12]=1[CH3:13])[C:6]([O:8][CH3:9])=[O:7].[Br:16]N1C(=O)CCC1=O.C(OOCC1C=CC=CC=1)C1C=CC=CC=1, predict the reaction product. The product is: [Br:16][CH2:13][C:12]1[CH:11]=[CH:10][C:5]([C:6]([O:8][CH3:9])=[O:7])=[CH:4][C:3]=1[C:2]([F:14])([F:15])[F:1]. (4) Given the reactants N1([C:7]2[CH:17]=[CH:16][C:10]3[CH:11]=[CH:12][CH:13]=[CH:14][NH:15][C:9]=3[CH:8]=2)CCOCC1.[OH-].[Na+], predict the reaction product. The product is: [N:15]1[CH2:14][CH:13]=[CH:12][CH:11]=[C:10]2[CH:16]=[CH:17][CH:7]=[CH:8][C:9]=12. (5) Given the reactants [NH:1]([N:11]=[N+:12]=[N-:13])[C@H:2]([C:8](O)=[O:9])[CH2:3][C:4](=[O:7])[O:5][CH3:6].[CH2:14]([NH2:21])[C:15]1[CH:20]=[CH:19][CH:18]=[CH:17][CH:16]=1, predict the reaction product. The product is: [NH:1]([N:11]=[N+:12]=[N-:13])[C@H:2]([C:8]([NH:21][CH2:14][C:15]1[CH:20]=[CH:19][CH:18]=[CH:17][CH:16]=1)=[O:9])[CH2:3][C:4](=[O:7])[O:5][CH3:6]. (6) Given the reactants [CH2:1]([O:3][C:4]([C:6]1([CH2:28][CH2:29][CH2:30][C:31]([O:33][CH2:34][CH3:35])=[O:32])[CH2:12][CH2:11][N:10]([S:13]([C:16]2[CH:21]=[CH:20][C:19]([CH3:22])=[CH:18][CH:17]=2)(=[O:15])=[O:14])[C:9]2[CH:23]=[CH:24][CH:25]=[CH:26][C:8]=2[C:7]1=O)=[O:5])[CH3:2].FC(F)(F)C(O)=O.B(F)(F)F.CCOCC.CS(O)(=O)=O.C([SiH](CC)CC)C, predict the reaction product. The product is: [CH2:1]([O:3][C:4]([C:6]1([CH2:28][CH2:29][CH2:30][C:31]([O:33][CH2:34][CH3:35])=[O:32])[CH2:12][CH2:11][N:10]([S:13]([C:16]2[CH:17]=[CH:18][C:19]([CH3:22])=[CH:20][CH:21]=2)(=[O:15])=[O:14])[C:9]2[CH:23]=[CH:24][CH:25]=[CH:26][C:8]=2[CH2:7]1)=[O:5])[CH3:2].